From a dataset of Retrosynthesis with 50K atom-mapped reactions and 10 reaction types from USPTO. Predict the reactants needed to synthesize the given product. (1) The reactants are: COC(=O)c1cccc2c1Cc1c-2[nH]c(=O)c2ccccc12. Given the product O=c1[nH]c2c(c3ccccc13)Cc1c(CO)cccc1-2, predict the reactants needed to synthesize it. (2) Given the product Nc1nc2ccc(C(=O)c3ccccc3)cn2c1-c1ccc(F)cc1F, predict the reactants needed to synthesize it. The reactants are: O=C(c1ccccc1)c1ccc2nc(NC(=O)C(F)(F)F)c(-c3ccc(F)cc3F)n2c1.